From a dataset of Catalyst prediction with 721,799 reactions and 888 catalyst types from USPTO. Predict which catalyst facilitates the given reaction. (1) Reactant: [Br:1][C:2]1[CH:3]=[C:4]([NH:8][CH:9]=[C:10]([C:16]([O:18]CC)=O)[C:11]([O:13][CH2:14][CH3:15])=[O:12])[CH:5]=[CH:6][CH:7]=1. Product: [Br:1][C:2]1[CH:3]=[C:4]2[C:5]([C:16](=[O:18])[C:10]([C:11]([O:13][CH2:14][CH3:15])=[O:12])=[CH:9][NH:8]2)=[CH:6][CH:7]=1. The catalyst class is: 736. (2) Reactant: [Cl:1][C:2]1[CH:7]=[CH:6][C:5]([O:8][C:9]2[CH:14]=[CH:13][C:12]([CH:15]=[CH2:16])=[CH:11][CH:10]=2)=[CH:4][C:3]=1[C:17]([F:20])([F:19])[F:18].B1C2CCCC1CCC2.[OH-:30].[Na+].OO. The catalyst class is: 7. Product: [Cl:1][C:2]1[CH:7]=[CH:6][C:5]([O:8][C:9]2[CH:10]=[CH:11][C:12]([CH2:15][CH2:16][OH:30])=[CH:13][CH:14]=2)=[CH:4][C:3]=1[C:17]([F:18])([F:19])[F:20]. (3) Reactant: [F:1][C:2]1[CH:3]=[C:4]([C:15]23[CH2:22][CH2:21][C:18]([CH2:23][CH:24]=[O:25])([CH2:19][CH2:20]2)[CH2:17][O:16]3)[CH:5]=[C:6]([O:8][CH:9]2[CH2:14][CH2:13][CH2:12][CH2:11][O:10]2)[CH:7]=1.CC(C[AlH]CC(C)C)C. Product: [F:1][C:2]1[CH:3]=[C:4]([C:15]23[CH2:20][CH2:19][C:18]([CH2:23][CH2:24][OH:25])([CH2:21][CH2:22]2)[CH2:17][O:16]3)[CH:5]=[C:6]([O:8][CH:9]2[CH2:14][CH2:13][CH2:12][CH2:11][O:10]2)[CH:7]=1. The catalyst class is: 2. (4) Reactant: [NH2:1][C:2]1([CH2:17][CH3:18])[C:7](=[O:8])[N:6]([C:9]2[CH:14]=[CH:13][CH:12]=[CH:11][CH:10]=2)[C:5](=[O:15])[NH:4][C:3]1=[O:16].[F:19][C:20]1[C:21]([F:33])=[C:22]([F:32])[C:23]([F:31])=[C:24]2[C:29](=O)[O:28][C:26](=[O:27])[C:25]=12. Product: [CH2:17]([C:2]1([N:1]2[C:29](=[O:28])[C:24]3=[C:23]([F:31])[C:22]([F:32])=[C:21]([F:33])[C:20]([F:19])=[C:25]3[C:26]2=[O:27])[C:7](=[O:8])[N:6]([C:9]2[CH:14]=[CH:13][CH:12]=[CH:11][CH:10]=2)[C:5](=[O:15])[NH:4][C:3]1=[O:16])[CH3:18]. The catalyst class is: 15. (5) Reactant: CC1C=CC(S(O[CH2:12][C@@H:13]2[O:27][C:17]3=[C:18]4[C:23](=[CH:24][CH:25]=[C:16]3[O:15][CH2:14]2)[N:22]=[C:21]([CH3:26])[CH:20]=[CH:19]4)(=O)=O)=CC=1.[NH:28]1[CH2:33][CH:32]=[C:31]([C:34]2[C:42]3[C:37](=[CH:38][CH:39]=[CH:40][CH:41]=3)[NH:36][CH:35]=2)[CH2:30][CH2:29]1.C([O-])([O-])=O.[K+].[K+].CN(C=O)C. Product: [NH:36]1[C:37]2[C:42](=[CH:41][CH:40]=[CH:39][CH:38]=2)[C:34]([C:31]2[CH2:32][CH2:33][N:28]([CH2:12][C@@H:13]3[O:27][C:17]4=[C:18]5[C:23](=[CH:24][CH:25]=[C:16]4[O:15][CH2:14]3)[N:22]=[C:21]([CH3:26])[CH:20]=[CH:19]5)[CH2:29][CH:30]=2)=[CH:35]1. The catalyst class is: 1.